Dataset: Forward reaction prediction with 1.9M reactions from USPTO patents (1976-2016). Task: Predict the product of the given reaction. Given the reactants [CH2:1]([N:8]1[C:17]2[C:16]([OH:18])=[CH:15][CH:14]=[C:13]([CH:19]=O)[C:12]=2[CH2:11][CH2:10][C:9]1=[O:21])[C:2]1[CH:7]=[CH:6][CH:5]=[CH:4][CH:3]=1.[S:22]1[CH2:26][C:25](=[O:27])[NH:24][C:23]1=[O:28], predict the reaction product. The product is: [CH2:1]([N:8]1[C:17]2[C:12](=[C:13]([CH:19]=[C:26]3[S:22][C:23](=[O:28])[NH:24][C:25]3=[O:27])[CH:14]=[CH:15][C:16]=2[OH:18])[CH2:11][CH2:10][C:9]1=[O:21])[C:2]1[CH:7]=[CH:6][CH:5]=[CH:4][CH:3]=1.